From a dataset of Full USPTO retrosynthesis dataset with 1.9M reactions from patents (1976-2016). Predict the reactants needed to synthesize the given product. (1) Given the product [NH2:22][C:13]1[C:12]([CH3:19])=[N:11][N:10]([C:4]2[CH:5]=[CH:6][C:7]([C:8]#[N:9])=[C:2]([Cl:1])[CH:3]=2)[C:14]=1[CH3:15], predict the reactants needed to synthesize it. The reactants are: [Cl:1][C:2]1[CH:3]=[C:4]([N:10]2[C:14]([CH3:15])=[C:13](C(O)=O)[C:12]([CH3:19])=[N:11]2)[CH:5]=[CH:6][C:7]=1[C:8]#[N:9].C([N:22](CC)CC)C.C1(P(N=[N+]=[N-])(C2C=CC=CC=2)=O)C=CC=CC=1.O. (2) Given the product [Cl:1][C:2]1[CH:7]=[CH:6][CH:5]=[CH:4][C:3]=1[N:8]1[C:12]([C:13]([OH:14])=[O:25])=[CH:11][C:10]([C:18]([F:21])([F:20])[F:19])=[N:9]1, predict the reactants needed to synthesize it. The reactants are: [Cl:1][C:2]1[CH:7]=[CH:6][CH:5]=[CH:4][C:3]=1[N:8]1[C:12]([C:13]2[O:14]C=CC=2)=[CH:11][C:10]([C:18]([F:21])([F:20])[F:19])=[N:9]1.Cl[O-].[Na+].[O-:25]Cl=O.[Na+].[OH-].[Na+]. (3) Given the product [C:21]([O:24][C@@H:25]1[C@H:29]([CH2:30][CH2:31][CH2:32][CH2:33][CH2:34][CH2:35][C:36]([O:38][CH3:39])=[O:37])[C@@H:28](/[CH:40]=[CH:4]/[C:3](=[O:11])[C:2]([F:1])([F:17])[CH2:12][C@@H:13]([CH3:16])[CH2:14][CH3:15])[C@H:27]([O:42][CH:43]2[CH2:48][CH2:47][CH2:46][CH2:45][O:44]2)[CH2:26]1)(=[O:23])[CH3:22], predict the reactants needed to synthesize it. The reactants are: [F:1][C:2]([F:17])([CH2:12][C@@H:13]([CH3:16])[CH2:14][CH3:15])[C:3](=[O:11])[CH2:4]P(=O)(OC)OC.O.[OH-].[Li+].[C:21]([O:24][C@@H:25]1[C@H:29]([CH2:30][CH2:31][CH2:32][CH2:33][CH2:34][CH2:35][C:36]([O:38][CH3:39])=[O:37])[C@@H:28]([CH:40]=O)[C@H:27]([O:42][CH:43]2[CH2:48][CH2:47][CH2:46][CH2:45][O:44]2)[CH2:26]1)(=[O:23])[CH3:22]. (4) Given the product [CH3:35][N:36]([CH3:37])[C:31](=[O:32])[CH2:30][C:26]1[C:25]([F:34])=[CH:24][C:23]([O:22][CH2:21][CH2:20][C@@H:18]2[CH2:19][C@@H:17]2[CH:14]2[CH2:15][CH2:16][N:11]([C:9]([O:8][CH2:1][C:2]3[CH:7]=[CH:6][CH:5]=[CH:4][CH:3]=3)=[O:10])[CH2:12][CH2:13]2)=[C:28]([F:29])[CH:27]=1, predict the reactants needed to synthesize it. The reactants are: [CH2:1]([O:8][C:9]([N:11]1[CH2:16][CH2:15][CH:14]([C@H:17]2[CH2:19][C@H:18]2[CH2:20][CH2:21][O:22][C:23]2[C:28]([F:29])=[CH:27][C:26]([CH2:30][C:31](O)=[O:32])=[C:25]([F:34])[CH:24]=2)[CH2:13][CH2:12]1)=[O:10])[C:2]1[CH:7]=[CH:6][CH:5]=[CH:4][CH:3]=1.[CH3:35][NH:36][CH3:37].C1COCC1.C(N(CC)C(C)C)(C)C.F[P-](F)(F)(F)(F)F.N1(OC(N(C)C)=[N+](C)C)C2N=CC=CC=2N=N1.